From a dataset of Forward reaction prediction with 1.9M reactions from USPTO patents (1976-2016). Predict the product of the given reaction. (1) Given the reactants [N+:1]([C:4]1[C:5]([C:9]2[S:10][C:11]3[CH:17]=[CH:16][CH:15]=[CH:14][C:12]=3[N:13]=2)=[N:6][NH:7][CH:8]=1)([O-])=O, predict the reaction product. The product is: [S:10]1[C:11]2[CH:17]=[CH:16][CH:15]=[CH:14][C:12]=2[N:13]=[C:9]1[C:5]1[C:4]([NH2:1])=[CH:8][NH:7][N:6]=1. (2) Given the reactants C([O:3][C:4]([C:6]1([C:40]([O:42]CC)=[O:41])[CH2:9][CH:8]([CH2:10][C:11]2[CH:12]=[C:13]3[C:19]4([CH2:23][CH2:22][N:21]([C:24]([O:26][C:27]([CH3:30])([CH3:29])[CH3:28])=[O:25])[CH2:20]4)[CH2:18][N:17]([C:31]([O:33][CH2:34][CH2:35][Si:36]([CH3:39])([CH3:38])[CH3:37])=[O:32])[C:14]3=[CH:15][CH:16]=2)[CH2:7]1)=[O:5])C.[OH-].[Na+].Cl, predict the reaction product. The product is: [C:27]([O:26][C:24]([N:21]1[CH2:22][CH2:23][C:19]2([C:13]3[C:14](=[CH:15][CH:16]=[C:11]([CH2:10][CH:8]4[CH2:9][C:6]([C:4]([OH:5])=[O:3])([C:40]([OH:42])=[O:41])[CH2:7]4)[CH:12]=3)[N:17]([C:31]([O:33][CH2:34][CH2:35][Si:36]([CH3:39])([CH3:38])[CH3:37])=[O:32])[CH2:18]2)[CH2:20]1)=[O:25])([CH3:29])([CH3:28])[CH3:30]. (3) Given the reactants C(OC([N:8]1[CH2:17][CH2:16][C:15]2[C:10](=[CH:11][CH:12]=[C:13]([C:18]([N:20]3[CH2:26][CH2:25][CH2:24][N:23]([CH:27]([CH3:29])[CH3:28])[CH2:22][CH2:21]3)=[O:19])[CH:14]=2)[CH2:9]1)=O)(C)(C)C.C(O)(C(F)(F)F)=O, predict the reaction product. The product is: [CH:27]([N:23]1[CH2:24][CH2:25][CH2:26][N:20]([C:18]([C:13]2[CH:14]=[C:15]3[C:10](=[CH:11][CH:12]=2)[CH2:9][NH:8][CH2:17][CH2:16]3)=[O:19])[CH2:21][CH2:22]1)([CH3:29])[CH3:28]. (4) The product is: [Cl:16][C:17]1[N:22]=[CH:21][N:20]=[C:19]([N:13]2[CH2:12][CH2:11][CH:10]([CH2:9][NH:8][C:6](=[O:7])[O:5][C:2]([CH3:1])([CH3:3])[CH3:4])[CH2:15][CH2:14]2)[N:18]=1. Given the reactants [CH3:1][C:2]([O:5][C:6]([NH:8][CH2:9][CH:10]1[CH2:15][CH2:14][NH:13][CH2:12][CH2:11]1)=[O:7])([CH3:4])[CH3:3].[Cl:16][C:17]1[N:22]=[C:21](Cl)[N:20]=[CH:19][N:18]=1.CCN(C(C)C)C(C)C.O, predict the reaction product. (5) Given the reactants COC1C=CC=CC=1C([NH:7][C@H:8]1[CH:13]2[CH2:14][CH2:15][N:10]([CH2:11][CH2:12]2)[CH2:9]1)=O.[F:20][C:21]([F:32])([F:31])[C:22]1[CH:30]=[CH:29][C:25]([C:26]([OH:28])=O)=[CH:24][N:23]=1, predict the reaction product. The product is: [N:10]12[CH2:15][CH2:14][CH:13]([CH2:12][CH2:11]1)[C@@H:8]([NH:7][C:26]([C:25]1[CH:24]=[N:23][C:22]([C:21]([F:20])([F:32])[F:31])=[CH:30][CH:29]=1)=[O:28])[CH2:9]2.